From a dataset of Peptide-MHC class II binding affinity with 134,281 pairs from IEDB. Regression. Given a peptide amino acid sequence and an MHC pseudo amino acid sequence, predict their binding affinity value. This is MHC class II binding data. (1) The peptide sequence is MRMATPLLMRPM. The binding affinity (normalized) is 0. The MHC is H-2-IAk with pseudo-sequence H-2-IAk. (2) The peptide sequence is IQGNVTSIHSLLDEG. The MHC is DRB1_1302 with pseudo-sequence DRB1_1302. The binding affinity (normalized) is 0.473. (3) The peptide sequence is TSSTPEAVSLLCSDK. The MHC is DRB1_0301 with pseudo-sequence DRB1_0301. The binding affinity (normalized) is 0.171. (4) The peptide sequence is EKKYFAATQFEPFAA. The MHC is HLA-DQA10401-DQB10402 with pseudo-sequence HLA-DQA10401-DQB10402. The binding affinity (normalized) is 0.424. (5) The peptide sequence is EATTDGLGWYKIEID. The MHC is HLA-DPA10201-DPB10501 with pseudo-sequence HLA-DPA10201-DPB10501. The binding affinity (normalized) is 0.149. (6) The peptide sequence is IHNHDDKSVETILID. The MHC is DRB1_0101 with pseudo-sequence DRB1_0101. The binding affinity (normalized) is 0.238. (7) The peptide sequence is VGAATGAATAATGGY. The MHC is DRB1_0901 with pseudo-sequence DRB1_0901. The binding affinity (normalized) is 0.223. (8) The peptide sequence is RKHIEWNCDVCRHGD. The MHC is DRB3_0101 with pseudo-sequence DRB3_0101. The binding affinity (normalized) is 0.0553.